Task: Binary Classification. Given a miRNA mature sequence and a target amino acid sequence, predict their likelihood of interaction.. Dataset: Experimentally validated miRNA-target interactions with 360,000+ pairs, plus equal number of negative samples (1) The miRNA is hsa-miR-6504-3p with sequence CAUUACAGCACAGCCAUUCU. The protein sequence of the target gene is MAAAVLGQLGALWIHNLRSRGKLALGVLPQSYIHTSASLDISRKWEKKNKIVYPPQLPGEPRRPAEIYHCRRQIKYSKDKMWYLAKLIRGMSIDQALAQLEFNDKKGAKIIKEVLLEAQDMAVRDHNVEFRSNLYIAESTSGRGQCLKRIRYHGRGRFGIMEKVYCHYFVKLVEGPPPPPEPPKTAVAHAKEYIQQLRSRTIVHTL. Result: 0 (no interaction). (2) The miRNA is hsa-miR-1282 with sequence UCGUUUGCCUUUUUCUGCUU. The protein sequence of the target gene is MTMTTMPESLNSPVSGKAVFMEFGPPNQQMSPSPMSHGHYSMHCLHSAGHSQPDGAYSSASSFSRPLGYPYVNSVSSHASSPYISSVQSYPGSASLAQSRLEDPGADSEKSTVVEGGEVRFNGKGKKIRKPRTIYSSLQLQALNRRFQQTQYLALPERAELAASLGLTQTQVKIWFQNKRSKFKKLMKQGGAALEGSALANGRALSAGSPPVPPGWNPNSSSGKGSGGNAGSYIPSYTSWYPSAHQEAMQQPQLM. Result: 0 (no interaction). (3) The miRNA is hsa-miR-3692-3p with sequence GUUCCACACUGACACUGCAGAAGU. The protein sequence of the target gene is MFRLLSWSLGRGFLRAAGRRCRGCSARLLPGLAGGPGPEVQVPPSRVAPHGRGPGLLPLLAALAWFSRPAAAEEEEQQGADGAAAEDGADEAEAEIIQLLKRAKLSIMKDEPEEAELILHDALRLAYQTDNKKAITYTYDLMANLAFIRGQLENAEQLFKATMSYLLGGGMKQEDNAIIEISLKLASIYAAQNRQEFAVAGYEFCISTLEEKIEREKELAEDIMSVEEKANTHLLLGMCLDACARYLLFSKQPSQAQRMYEKALQISEEIQGERHPQTIVLMSDLATTLDAQGRFDEAYI.... Result: 0 (no interaction). (4) The miRNA is mmu-miR-6996-5p with sequence UGCACAGGACAGAGCACAGUC. The protein sequence of the target gene is MPRYELALILKAMQRPETAATLKRTIEALMDRGAIVRDLENLGERALPYRISAHSQQHNRGGYFLVDFYAPTAAVESMVEHLSRDIDVIRGNIVKHPLTQELKECEGIVPVPLAEKLYSTKKRKK. Result: 0 (no interaction). (5) The miRNA is mmu-miR-379-5p with sequence UGGUAGACUAUGGAACGUAGG. The protein sequence of the target gene is MSPGSGVKSEYMKRYQEPRWEEYGPCYRELLHYRLGRRLLEQAHAPWLWDDWGPAGSSEDSASSESSGAGGPAPRCAPPSPPPPVEPATQEEAERRARGAPEEQDAEAGDAEAEDAEDAALPALPVKDVEDKPEQQTRTRETDKSPTSTEPRQQPSALFARGNRKAVKSPQRSSSKIKENKHPFALYGWGEKQTDTGSQKTHNVCASAPVHEIHESALRAKNRRQVEKRKLVAQRQRAHSVDVEKNRKMKASSSENPWMTEYMRCYSARA. Result: 0 (no interaction). (6) Result: 1 (interaction). The miRNA is hsa-miR-502-5p with sequence AUCCUUGCUAUCUGGGUGCUA. The protein sequence of the target gene is MAAASVTPPGSLELLQPGFSKTLLGTKLEAKYLCSACRNVLRRPFQAQCGHRYCSFCLASILSSGPQNCAACVHEGIYEEGISILESSSAFPDNAARREVESLPAVCPSDGCTWKGTLKEYESCHEGRCPLMLTECPACKGLVRLGEKERHLEHECPERSLSCRHCRAPCCGADVKAHHEVCPKFPLTCDGCGKKKIPREKFQDHVKTCGKCRVPCRFHAIGCLETVEGEKQQEHEVQWLREHLAMLLSSVLEAKPLLGDQSHAGSELLQRCESLEKKTATFENIVCVLNREVERVAMTA.... (7) The miRNA is hsa-miR-3160-5p with sequence GGCUUUCUAGUCUCAGCUCUCC. The protein sequence of the target gene is MASPRELTQNPLKKIWMPYSNGRPALHASQRGVCMTNCPTLIVMVGLPARGKTYISKKLTRYLNWIGVPTREFNVGQYRRDIVKTYKSFEFFLPDNEEGLKIRKQCALAALSDVRKFLSEEGGHVAVFDATNTTRERRAMIFNFGEQNGYKTFFVESICVDPEVVAANIVQVKLGSPDYVNRDSDEATEDFMRRIECYENSYESLDEDLDRDLSYIKIMDVGQSYVVNRVADHIQSRIVYYLMNIHVTPRSIYLCRHGESELNLKGRIGGDPGLSPRGREFSKHLAQFISDQNIKDLKVW.... Result: 0 (no interaction).